Dataset: Full USPTO retrosynthesis dataset with 1.9M reactions from patents (1976-2016). Task: Predict the reactants needed to synthesize the given product. Given the product [CH3:13][C:3]1[C:4]2[CH2:8][O:7][C:6](=[O:9])[C:5]=2[C:10]([CH3:12])=[CH:11][C:2]=1[CH:14]=[CH2:15], predict the reactants needed to synthesize it. The reactants are: Br[C:2]1[CH:11]=[C:10]([CH3:12])[C:5]2[C:6](=[O:9])[O:7][CH2:8][C:4]=2[C:3]=1[CH3:13].[CH:14]([B-](F)(F)F)=[CH2:15].[K+].